Dataset: Catalyst prediction with 721,799 reactions and 888 catalyst types from USPTO. Task: Predict which catalyst facilitates the given reaction. (1) Reactant: [OH-].[Na+].CS(C)=O.C[O:8][C:9](=[O:22])[CH:10]([S:19][CH2:20][CH3:21])[CH2:11][C:12]1[CH:17]=[CH:16][C:15]([OH:18])=[CH:14][CH:13]=1.[C:23]([O:27][C:28]([NH:30][C:31]1[CH:36]=[CH:35][C:34]([CH2:37][CH2:38]OS(C2C=CC(C)=CC=2)(=O)=O)=[CH:33][CH:32]=1)=[O:29])([CH3:26])([CH3:25])[CH3:24]. Product: [C:23]([O:27][C:28]([NH:30][C:31]1[CH:36]=[CH:35][C:34]([CH2:37][CH2:38][O:18][C:15]2[CH:16]=[CH:17][C:12]([CH2:11][CH:10]([S:19][CH2:20][CH3:21])[C:9]([OH:8])=[O:22])=[CH:13][CH:14]=2)=[CH:33][CH:32]=1)=[O:29])([CH3:26])([CH3:25])[CH3:24]. The catalyst class is: 132. (2) Reactant: [Cl:1][C:2]1[CH:7]=[C:6]([Cl:8])[CH:5]=[CH:4][C:3]=1[CH:9]([CH3:27])[C:10]([C:16]1[CH:21]=[CH:20][N:19]=[C:18]([O:22][CH2:23][C:24]([OH:26])=O)[CH:17]=1)([OH:15])[C:11]([F:14])([F:13])[F:12].[NH:28]1[CH2:33][CH2:32][O:31][CH2:30][CH2:29]1.CN1CCOCC1.CN(C(ON1N=NC2C=CC=CC1=2)=[N+](C)C)C.F[P-](F)(F)(F)(F)F. Product: [Cl:1][C:2]1[CH:7]=[C:6]([Cl:8])[CH:5]=[CH:4][C:3]=1[CH:9]([CH3:27])[C:10]([C:16]1[CH:21]=[CH:20][N:19]=[C:18]([O:22][CH2:23][C:24]([N:28]2[CH2:33][CH2:32][O:31][CH2:30][CH2:29]2)=[O:26])[CH:17]=1)([OH:15])[C:11]([F:14])([F:12])[F:13]. The catalyst class is: 18.